From a dataset of Reaction yield outcomes from USPTO patents with 853,638 reactions. Predict the reaction yield, written as a fraction of the theoretical maximum amount of product (1.0 means a 100% yield; for example, 0.34 means a 34% yield). (1) The reactants are Br[C:2]1[CH:3]=[C:4]([Cl:11])[C:5]([F:10])=[C:6]([CH:9]=1)[C:7]#[N:8].[CH3:12][C:13]1([CH3:29])[C:17]([CH3:19])([CH3:18])[O:16][B:15]([B:15]2[O:16][C:17]([CH3:19])([CH3:18])[C:13]([CH3:29])([CH3:12])[O:14]2)[O:14]1.C([O-])(=O)C.[K+]. The catalyst is O1CCOCC1.C1C=CC(P(C2C=CC=CC=2)[C-]2C=CC=C2)=CC=1.C1C=CC(P(C2C=CC=CC=2)[C-]2C=CC=C2)=CC=1.Cl[Pd]Cl.[Fe+2]. The product is [Cl:11][C:4]1[C:5]([F:10])=[C:6]([CH:9]=[C:2]([B:15]2[O:16][C:17]([CH3:19])([CH3:18])[C:13]([CH3:29])([CH3:12])[O:14]2)[CH:3]=1)[C:7]#[N:8]. The yield is 1.00. (2) The reactants are [NH2:1][C@@H:2]([C:4](O)=[O:5])[CH3:3].[H-].[H-].[H-].[H-].[Li+].[Al+3].C1COCC1.[CH3:30][C:29]([O:28][C:26](O[C:26]([O:28][C:29]([CH3:32])([CH3:31])[CH3:30])=[O:27])=[O:27])([CH3:32])[CH3:31]. The catalyst is C(Cl)Cl. The product is [C:26]([C@@H:4]([OH:5])[CH:2]([NH2:1])[CH3:3])([O:28][C:29]([CH3:30])([CH3:31])[CH3:32])=[O:27]. The yield is 0.630. (3) The reactants are [H-].[Na+].O[CH2:4][CH2:5][CH2:6][C@@H:7]([CH2:23][O:24]S(C1C=CC(C)=CC=1)(=O)=O)[CH2:8][C@H:9]1[CH2:13][O:12][C:11]([CH3:15])([CH3:14])[N:10]1[C:16]([O:18][C:19]([CH3:22])([CH3:21])[CH3:20])=[O:17]. The catalyst is CN(C=O)C. The product is [CH3:15][C:11]1([CH3:14])[N:10]([C:16]([O:18][C:19]([CH3:20])([CH3:21])[CH3:22])=[O:17])[C@@H:9]([CH2:8][C@H:7]2[CH2:6][CH2:5][CH2:4][O:24][CH2:23]2)[CH2:13][O:12]1. The yield is 0.840. (4) The reactants are Cl.Cl.[NH2:3][CH2:4][C@@:5]1([OH:13])[CH:10]2[CH2:11][CH2:12][N:7]([CH2:8][CH2:9]2)[CH2:6]1.C([O-])([O-])=O.[Cs+].[Cs+].[N:20]([C:23]1[N:28]=[CH:27][N:26]=[C:25]([C:29]2[CH:30]=[N:31][C:32]([O:35][CH3:36])=[N:33][CH:34]=2)[CH:24]=1)=[C:21]=S.C(N=C=NC(C)C)(C)C. The catalyst is CN(C)C=O. The product is [CH3:36][O:35][C:32]1[N:33]=[CH:34][C:29]([C:25]2[CH:24]=[C:23]([NH:20][C:21]3[O:13][C@:5]4([CH2:4][N:3]=3)[CH:10]3[CH2:9][CH2:8][N:7]([CH2:12][CH2:11]3)[CH2:6]4)[N:28]=[CH:27][N:26]=2)=[CH:30][N:31]=1. The yield is 0.460. (5) The reactants are [NH:1]1[CH2:6][CH2:5][NH:4][CH2:3][CH2:2]1.Cl[C:8]1[CH:13]=[CH:12][C:11]([N+:14]([O-:16])=[O:15])=[CH:10][C:9]=1[Cl:17]. The catalyst is CN(C=O)C. The product is [Cl:17][C:9]1[CH:10]=[C:11]([N+:14]([O-:16])=[O:15])[CH:12]=[CH:13][C:8]=1[N:1]1[CH2:6][CH2:5][NH:4][CH2:3][CH2:2]1. The yield is 0.370.